Dataset: Full USPTO retrosynthesis dataset with 1.9M reactions from patents (1976-2016). Task: Predict the reactants needed to synthesize the given product. (1) Given the product [F:1][C:2]1[CH:23]=[C:22]([NH:24][C:25](=[O:37])[CH2:26][C:27]([NH:29][C:30]2[CH:31]=[CH:32][C:33]([F:36])=[CH:34][CH:35]=2)=[O:28])[CH:21]=[CH:20][C:3]=1[O:4][C:5]1[C:10]2=[C:11]([CH3:19])[C:12]([CH2:14][OH:15])=[CH:13][N:9]2[N:8]=[CH:7][N:6]=1, predict the reactants needed to synthesize it. The reactants are: [F:1][C:2]1[CH:23]=[C:22]([NH:24][C:25](=[O:37])[CH2:26][C:27]([NH:29][C:30]2[CH:35]=[CH:34][C:33]([F:36])=[CH:32][CH:31]=2)=[O:28])[CH:21]=[CH:20][C:3]=1[O:4][C:5]1[C:10]2=[C:11]([CH3:19])[C:12]([C:14](OCC)=[O:15])=[CH:13][N:9]2[N:8]=[CH:7][N:6]=1. (2) Given the product [Cl:1][C:2]1[N:6]([CH3:7])[N:5]=[CH:4][C:3]=1[C@@H:8]([NH:9][S@@:10]([C:12]([CH3:15])([CH3:14])[CH3:13])=[O:11])[CH3:16], predict the reactants needed to synthesize it. The reactants are: [Cl:1][C:2]1[N:6]([CH3:7])[N:5]=[CH:4][C:3]=1/[CH:8]=[N:9]/[S@@:10]([C:12]([CH3:15])([CH3:14])[CH3:13])=[O:11].[CH3:16][Mg]Br.[Cl-].[NH4+]. (3) Given the product [NH:7]1[C:2]2[CH:3]=[CH:4][CH:5]=[CH:6][C:1]=2[N:8]=[C:9]1[C:42]([C:41]1[CH:40]=[CH:39][C:38]([O:37][C:32]2[C:31]([C:30]([F:29])([F:49])[F:50])=[CH:36][CH:35]=[CH:34][N:33]=2)=[CH:48][CH:47]=1)=[O:44], predict the reactants needed to synthesize it. The reactants are: [C:1]1([NH2:8])[C:2]([NH2:7])=[CH:3][CH:4]=[CH:5][CH:6]=1.[CH:9](OCC)(OCC)OCC.C1(S(O)(=O)=O)C=CC=CC=1.[F:29][C:30]([F:50])([F:49])[C:31]1[C:32]([O:37][C:38]2[CH:48]=[CH:47][C:41]([C:42]([O:44]CC)=O)=[CH:40][CH:39]=2)=[N:33][CH:34]=[CH:35][CH:36]=1.[Li+].CC([N-]C(C)C)C.Cl.[OH-].[Na+]. (4) Given the product [N+:10]([C:3]1[C:4]2[C:9](=[N:8][CH:7]=[CH:6][CH:5]=2)[NH:1][CH:2]=1)([O-:12])=[O:11], predict the reactants needed to synthesize it. The reactants are: [NH:1]1[C:9]2[C:4](=[CH:5][CH:6]=[CH:7][N:8]=2)[CH:3]=[CH:2]1.[N+:10]([O-])([OH:12])=[O:11].C(=O)(O)[O-].[Na+]. (5) Given the product [NH2:1][C:2]([C:4]1[C:5]([F:16])=[C:6]([CH:12]=[CH:13][C:14]=1[F:15])[O:7][CH2:8][C:9]([O:11][CH2:6][CH2:5][CH2:4][CH2:14][CH2:13][CH3:12])=[O:10])=[O:3], predict the reactants needed to synthesize it. The reactants are: [NH2:1][C:2]([C:4]1[C:5]([F:16])=[C:6]([CH:12]=[CH:13][C:14]=1[F:15])[O:7][CH2:8][C:9]([OH:11])=[O:10])=[O:3].C([O-])([O-])=O.[K+].[K+].O. (6) Given the product [C:22]([O:26][C:27](=[O:28])[NH:29][CH:30]([CH2:34][C:35]1[C:36]([CH3:45])=[CH:37][C:38]([C:42](=[O:44])[NH2:43])=[CH:39][C:40]=1[CH3:41])[C:31](=[O:32])[N:13]1[CH:12]([C:9]2[NH:10][CH:11]=[C:7]([C:1]3[CH:2]=[CH:3][CH:4]=[CH:5][CH:6]=3)[N:8]=2)[CH2:21][C:20]2[C:15](=[CH:16][CH:17]=[CH:18][CH:19]=2)[CH2:14]1)([CH3:25])([CH3:24])[CH3:23], predict the reactants needed to synthesize it. The reactants are: [C:1]1([C:7]2[N:8]=[C:9]([CH:12]3[CH2:21][C:20]4[C:15](=[CH:16][CH:17]=[CH:18][CH:19]=4)[CH2:14][NH:13]3)[NH:10][CH:11]=2)[CH:6]=[CH:5][CH:4]=[CH:3][CH:2]=1.[C:22]([O:26][C:27]([NH:29][CH:30]([CH2:34][C:35]1[C:40]([CH3:41])=[CH:39][C:38]([C:42](=[O:44])[NH2:43])=[CH:37][C:36]=1[CH3:45])[C:31](O)=[O:32])=[O:28])([CH3:25])([CH3:24])[CH3:23].O.OC1C2N=NNC=2C=CC=1.Cl.CN(C)CCCN=C=NCC.